Dataset: Catalyst prediction with 721,799 reactions and 888 catalyst types from USPTO. Task: Predict which catalyst facilitates the given reaction. (1) Reactant: [Cl:1][C:2]1[S:6][C:5]([S:7]([NH:10][C:11]([NH:13][C:14]2[CH:22]=[CH:21][C:17]([C:18]([OH:20])=O)=[CH:16][CH:15]=2)=[O:12])(=[O:9])=[O:8])=[CH:4][CH:3]=1.[NH2:23][C:24]1[CH:29]=[CH:28][CH:27]=[CH:26][CH:25]=1.CCN(C(C)C)C(C)C.C1CN([P+](ON2N=NC3C=CC=CC2=3)(N2CCCC2)N2CCCC2)CC1.F[P-](F)(F)(F)(F)F. Product: [Cl:1][C:2]1[S:6][C:5]([S:7]([NH:10][C:11]([NH:13][C:14]2[CH:15]=[CH:16][C:17]([C:18](=[O:20])[NH:23][C:24]3[CH:29]=[CH:28][CH:27]=[CH:26][CH:25]=3)=[CH:21][CH:22]=2)=[O:12])(=[O:8])=[O:9])=[CH:4][CH:3]=1. The catalyst class is: 3. (2) Reactant: [Br:1][C:2]1[CH:3]=[C:4]([N:8]2[CH2:12][CH2:11][CH2:10][C@H:9]2[CH2:13]O)[CH:5]=[N:6][CH:7]=1.S(Cl)([Cl:17])=O.C([O-])(O)=O.[Na+]. Product: [Br:1][C:2]1[CH:7]=[N:6][CH:5]=[C:4]([N:8]2[CH2:12][CH2:11][CH2:10][C@H:9]2[CH2:13][Cl:17])[CH:3]=1. The catalyst class is: 2.